From a dataset of Full USPTO retrosynthesis dataset with 1.9M reactions from patents (1976-2016). Predict the reactants needed to synthesize the given product. Given the product [CH:5]1([CH2:11][CH2:12][NH:13][C:14](=[O:35])[C:15]2[CH:20]=[CH:19][C:18]([CH3:21])=[C:17]([NH:22][C:23](=[O:34])[C:24]3[CH:29]=[CH:28][C:27]([O:30][CH3:31])=[C:26]([O:32][CH3:33])[CH:25]=3)[CH:16]=2)[CH2:10][CH2:9][CH2:8][CH2:7][CH2:6]1, predict the reactants needed to synthesize it. The reactants are: C([O-])=O.[NH4+].[C:5]1([CH2:11][CH2:12][NH:13][C:14](=[O:35])[C:15]2[CH:20]=[CH:19][C:18]([CH3:21])=[C:17]([NH:22][C:23](=[O:34])[C:24]3[CH:29]=[CH:28][C:27]([O:30][CH3:31])=[C:26]([O:32][CH3:33])[CH:25]=3)[CH:16]=2)[CH2:10][CH2:9][CH2:8][CH2:7][CH:6]=1.